Dataset: Full USPTO retrosynthesis dataset with 1.9M reactions from patents (1976-2016). Task: Predict the reactants needed to synthesize the given product. (1) Given the product [C:9]([O:13][C:14]([N:16]1[CH2:21][CH2:20][N:19]([C:5]2[CH:6]=[CH:7][C:2]([Cl:1])=[CH:3][CH:4]=2)[C@H:18]([CH3:22])[CH2:17]1)=[O:15])([CH3:12])([CH3:10])[CH3:11], predict the reactants needed to synthesize it. The reactants are: [Cl:1][C:2]1[CH:7]=[CH:6][C:5](Br)=[CH:4][CH:3]=1.[C:9]([O:13][C:14]([N:16]1[CH2:21][CH2:20][NH:19][C@H:18]([CH3:22])[CH2:17]1)=[O:15])([CH3:12])([CH3:11])[CH3:10].C1C=CC(P(C2C(C3C(P(C4C=CC=CC=4)C4C=CC=CC=4)=CC=C4C=3C=CC=C4)=C3C(C=CC=C3)=CC=2)C2C=CC=CC=2)=CC=1.CC(C)([O-])C.[Na+]. (2) Given the product [CH3:21][O:20][C:16]1[CH:15]=[C:14]([C:4]2[C:5]3[CH:13]=[CH:12][CH:11]=[CH:10][C:6]=3[NH:7][C:8](=[O:9])[CH:2]([NH:1][C:24](=[O:25])[CH:23]([CH3:22])[CH2:27][C:28]3[CH:33]=[CH:32][CH:31]=[CH:30][CH:29]=3)[N:3]=2)[CH:19]=[CH:18][N:17]=1, predict the reactants needed to synthesize it. The reactants are: [NH2:1][CH:2]1[C:8](=[O:9])[NH:7][C:6]2[CH:10]=[CH:11][CH:12]=[CH:13][C:5]=2[C:4]([C:14]2[CH:19]=[CH:18][N:17]=[C:16]([O:20][CH3:21])[CH:15]=2)=[N:3]1.[CH3:22][CH:23]([CH2:27][C:28]1[CH:33]=[CH:32][CH:31]=[CH:30][CH:29]=1)[C:24](O)=[O:25].